Dataset: Catalyst prediction with 721,799 reactions and 888 catalyst types from USPTO. Task: Predict which catalyst facilitates the given reaction. (1) Reactant: [CH3:1][C:2]1[N:3]=[C:4]([CH2:20][CH2:21][C:22]([F:25])([F:24])[F:23])[N:5]([C:7]2[C:12]([NH2:13])=[CH:11][CH:10]=[C:9]([O:14][CH2:15][C:16]([F:19])([F:18])[F:17])[N:8]=2)[CH:6]=1.N[C:27](N)=[O:28].C(O)(=O)C. Product: [CH3:1][C:2]1[N:3]=[C:4]([CH2:20][CH2:21][C:22]([F:25])([F:24])[F:23])[N:5]2[C:7]3[C:12](=[CH:11][CH:10]=[C:9]([O:14][CH2:15][C:16]([F:18])([F:17])[F:19])[N:8]=3)[NH:13][C:27](=[O:28])[C:6]=12. The catalyst class is: 6. (2) Reactant: [F:1][C:2]([F:22])([F:21])[S:3]([O:6][C:7]1[C:15]2[N:11]([CH:12]=[CH:13][CH:14]=2)[C:10]([C:16](OCC)=[O:17])=[CH:9][CH:8]=1)(=[O:5])=[O:4].[BH4-].[Na+].O. Product: [F:22][C:2]([F:1])([F:21])[S:3]([O:6][C:7]1[C:15]2[N:11]([CH:12]=[CH:13][CH:14]=2)[C:10]([CH2:16][OH:17])=[CH:9][CH:8]=1)(=[O:4])=[O:5]. The catalyst class is: 5.